This data is from Forward reaction prediction with 1.9M reactions from USPTO patents (1976-2016). The task is: Predict the product of the given reaction. The product is: [Cl:1][C:2]1[CH:7]=[CH:6][CH:5]=[CH:4][C:3]=1[C:8]1[CH:13]=[CH:12][N:11]=[CH:10][C:9]=1[N:14]([CH2:15][CH2:16][S:17]([CH3:20])(=[O:19])=[O:18])[C:26](=[O:27])[C:25]1[CH:29]=[C:30]([C:32]([F:33])([F:34])[F:35])[CH:31]=[C:23]([C:22]([F:21])([F:36])[F:37])[CH:24]=1. Given the reactants [Cl:1][C:2]1[CH:7]=[CH:6][CH:5]=[CH:4][C:3]=1[C:8]1[CH:13]=[CH:12][N:11]=[CH:10][C:9]=1[NH:14][CH2:15][CH2:16][S:17]([CH3:20])(=[O:19])=[O:18].[F:21][C:22]([F:37])([F:36])[C:23]1[CH:24]=[C:25]([CH:29]=[C:30]([C:32]([F:35])([F:34])[F:33])[CH:31]=1)[C:26](Cl)=[O:27], predict the reaction product.